From a dataset of Peptide-MHC class I binding affinity with 185,985 pairs from IEDB/IMGT. Regression. Given a peptide amino acid sequence and an MHC pseudo amino acid sequence, predict their binding affinity value. This is MHC class I binding data. (1) The peptide sequence is WESGAVLCV. The MHC is HLA-A30:01 with pseudo-sequence HLA-A30:01. The binding affinity (normalized) is 0.0847. (2) The peptide sequence is TYIGSLPGK. The MHC is HLA-B07:02 with pseudo-sequence HLA-B07:02. The binding affinity (normalized) is 0.0847.